Dataset: Catalyst prediction with 721,799 reactions and 888 catalyst types from USPTO. Task: Predict which catalyst facilitates the given reaction. (1) Reactant: [Br:1][C:2]1[C:3]([N:8](C(=O)C)[NH2:9])=[N:4][CH:5]=[CH:6][CH:7]=1.[C:13](O)(=O)[CH3:14]. Product: [Br:1][C:2]1[C:3]2[N:4]([C:13]([CH3:14])=[N:9][N:8]=2)[CH:5]=[CH:6][CH:7]=1. The catalyst class is: 11. (2) Reactant: Br[CH2:2][C:3]([NH2:5])=[O:4].[C:6]1([S:12]([O:14][Na])=[O:13])[CH:11]=[CH:10][CH:9]=[CH:8][CH:7]=1.O. Product: [C:6]1([S:12]([CH2:2][C:3]([NH2:5])=[O:4])(=[O:14])=[O:13])[CH:11]=[CH:10][CH:9]=[CH:8][CH:7]=1. The catalyst class is: 3. (3) Reactant: [OH-].[NH4+:2].C(O)C.[CH3:6][Si:7]([CH3:22])([CH2:16][CH2:17][Si:18]([CH3:21])([CH3:20])[CH3:19])[CH2:8][CH2:9][CH2:10][O:11][CH2:12][CH:13]1[CH2:15][O:14]1. Product: [NH2:2][CH2:15][CH:13]([OH:14])[CH2:12][O:11][CH2:10][CH2:9][CH2:8][Si:7]([CH3:22])([CH3:6])[CH2:16][CH2:17][Si:18]([CH3:21])([CH3:20])[CH3:19]. The catalyst class is: 6. (4) Reactant: Cl.F[C:3]1[CH:8]=[C:7]([S:9]([CH3:12])(=[O:11])=[O:10])[CH:6]=[CH:5][C:4]=1[NH:13][C:14]1[C:19]2[O:20][CH2:21][CH2:22][N:23]([CH:24]3[CH2:29][CH2:28][NH:27][CH2:26][CH2:25]3)[C:18]=2[N:17]=[CH:16][N:15]=1.Cl[C:31]([O:33][CH:34]([CH3:39])[C:35]([F:38])([F:37])[F:36])=[O:32]. Product: [CH3:12][S:9]([C:7]1[CH:8]=[CH:3][C:4]([NH:13][C:14]2[C:19]3[O:20][CH2:21][CH2:22][N:23]([CH:24]4[CH2:25][CH2:26][N:27]([C:31]([O:33][CH:34]([CH3:39])[C:35]([F:38])([F:37])[F:36])=[O:32])[CH2:28][CH2:29]4)[C:18]=3[N:17]=[CH:16][N:15]=2)=[CH:5][CH:6]=1)(=[O:11])=[O:10]. The catalyst class is: 2. (5) The catalyst class is: 211. Product: [F:5][C:6]1[CH:11]=[CH:10][C:9]([I:12])=[CH:8][C:7]=1[C:13](=[O:20])[C:14](=[N:1][OH:3])[C:15]([O:17][CH2:18][CH3:19])=[O:16]. Reactant: [N:1]([O-:3])=O.[Na+].[F:5][C:6]1[CH:11]=[CH:10][C:9]([I:12])=[CH:8][C:7]=1[C:13](=[O:20])[CH2:14][C:15]([O:17][CH2:18][CH3:19])=[O:16].[Cl-].[Na+]. (6) Reactant: [CH3:1][CH:2]([OH:5])[C:3]#[CH:4].C([Mg]Br)C.[CH:10](=[O:17])[CH2:11][CH2:12][CH:13]=[CH:14][CH2:15][CH3:16]. Product: [CH3:1][CH:2]([OH:5])[C:3]#[C:4][CH:10]([OH:17])[CH2:11][CH2:12][CH:13]=[CH:14][CH2:15][CH3:16]. The catalyst class is: 7. (7) Reactant: [C:1]([O:5][C:6](=[O:21])[C@H:7]([NH2:20])[CH2:8][N:9]1[C:13](=[O:14])[C:12]2=[CH:15][CH:16]=[CH:17][CH:18]=[C:11]2[C:10]1=[O:19])([CH3:4])([CH3:3])[CH3:2].C[Si](C#N)(C)C.[CH3:28][C:29]1[CH:34]=[C:33]([O:35][CH3:36])[CH:32]=[C:31]([CH3:37])[C:30]=1[S:38](Cl)(=[O:40])=[O:39].Cl. Product: [CH3:28][C:29]1[CH:34]=[C:33]([O:35][CH3:36])[CH:32]=[C:31]([CH3:37])[C:30]=1[S:38]([NH:20][C@H:7]([CH2:8][N:9]1[C:10](=[O:19])[C:11]2=[CH:18][CH:17]=[CH:16][CH:15]=[C:12]2[C:13]1=[O:14])[C:6]([O:5][C:1]([CH3:4])([CH3:2])[CH3:3])=[O:21])(=[O:39])=[O:40]. The catalyst class is: 115. (8) Reactant: [N:1]1([CH2:7][CH2:8][CH2:9][O:10][C:11]2[CH:16]=[CH:15][C:14]([N:17]3[CH2:22][CH2:21][N:20]([C:23]([N:25]4[CH2:30][CH2:29][N:28](C(OC(C)(C)C)=O)[CH2:27][CH2:26]4)=[O:24])[CH2:19][CH2:18]3)=[CH:13][CH:12]=2)[CH2:6][CH2:5][CH2:4][CH2:3][CH2:2]1. The catalyst class is: 330. Product: [N:25]1([C:23]([N:20]2[CH2:21][CH2:22][N:17]([C:14]3[CH:13]=[CH:12][C:11]([O:10][CH2:9][CH2:8][CH2:7][N:1]4[CH2:2][CH2:3][CH2:4][CH2:5][CH2:6]4)=[CH:16][CH:15]=3)[CH2:18][CH2:19]2)=[O:24])[CH2:26][CH2:27][NH:28][CH2:29][CH2:30]1.